From a dataset of Forward reaction prediction with 1.9M reactions from USPTO patents (1976-2016). Predict the product of the given reaction. Given the reactants [H-].[Na+].CN(C=O)C.[NH:8]1[CH:12]=[N:11][CH:10]=[N:9]1.Cl[C:14]1[C:19]([C:20]2[CH:25]=[CH:24][C:23]([Cl:26])=[CH:22][CH:21]=2)=[C:18]([CH3:27])[N:17]=[N:16][C:15]=1[CH3:28], predict the reaction product. The product is: [Cl:26][C:23]1[CH:22]=[CH:21][C:20]([C:19]2[C:14]([N:8]3[CH:12]=[N:11][CH:10]=[N:9]3)=[C:15]([CH3:28])[N:16]=[N:17][C:18]=2[CH3:27])=[CH:25][CH:24]=1.